From a dataset of Forward reaction prediction with 1.9M reactions from USPTO patents (1976-2016). Predict the product of the given reaction. The product is: [Br:36][CH2:21][C:9]1[C:10]([C:11]2[CH:12]=[CH:13][C:14]([S:17](=[O:20])(=[O:19])[NH2:18])=[CH:15][CH:16]=2)=[C:6]([C:4]([O:3][CH2:1][CH3:2])=[O:5])[S:7][C:8]=1[C:22]1[CH:23]=[CH:24][C:25]([Cl:28])=[CH:26][CH:27]=1. Given the reactants [CH2:1]([O:3][C:4]([C:6]1[S:7][C:8]([C:22]2[CH:27]=[CH:26][C:25]([Cl:28])=[CH:24][CH:23]=2)=[C:9]([CH3:21])[C:10]=1[C:11]1[CH:16]=[CH:15][C:14]([S:17](=[O:20])(=[O:19])[NH2:18])=[CH:13][CH:12]=1)=[O:5])[CH3:2].C1C(=O)N([Br:36])C(=O)C1.CC(N=NC(C#N)(C)C)(C#N)C, predict the reaction product.